From a dataset of Reaction yield outcomes from USPTO patents with 853,638 reactions. Predict the reaction yield, written as a fraction of the theoretical maximum amount of product (1.0 means a 100% yield; for example, 0.34 means a 34% yield). (1) The reactants are Br[CH2:2][CH2:3][CH2:4][O:5][N:6]=[C:7]([O:9][CH2:10][CH3:11])[CH3:8].[NH:12]1[CH2:17][CH2:16][CH2:15][CH2:14][CH2:13]1.C1CCN2C(=NCCC2)CC1.[Cl-].[NH4+]. The catalyst is ClCCl. The product is [N:12]1([CH2:2][CH2:3][CH2:4][O:5][N:6]=[C:7]([O:9][CH2:10][CH3:11])[CH3:8])[CH2:17][CH2:16][CH2:15][CH2:14][CH2:13]1. The yield is 0.320. (2) The reactants are [I-:1].[Na+].[Si:3]([O:10][C:11]1[CH:20]=[C:19]([CH2:21]Cl)[C:18]2[C:13](=[C:14]([F:23])[CH:15]=[CH:16][CH:17]=2)[N:12]=1)([C:6]([CH3:9])([CH3:8])[CH3:7])([CH3:5])[CH3:4]. The catalyst is CC(C)=O.C(Cl)Cl. The product is [Si:3]([O:10][C:11]1[CH:20]=[C:19]([CH2:21][I:1])[C:18]2[C:13](=[C:14]([F:23])[CH:15]=[CH:16][CH:17]=2)[N:12]=1)([C:6]([CH3:9])([CH3:8])[CH3:7])([CH3:5])[CH3:4]. The yield is 0.940.